This data is from Full USPTO retrosynthesis dataset with 1.9M reactions from patents (1976-2016). The task is: Predict the reactants needed to synthesize the given product. (1) Given the product [CH3:5][N:4]([CH2:6][CH2:7][O:8][CH:9]([C:16]1[CH:21]=[CH:20][CH:19]=[CH:18][CH:17]=1)[C:10]1[CH:11]=[CH:12][CH:13]=[CH:14][CH:15]=1)[CH3:3], predict the reactants needed to synthesize it. The reactants are: [OH-].[Na+].[CH3:3][N:4]([CH2:6][CH2:7][O:8][CH:9]([C:16]1[CH:17]=[CH:18][CH:19]=[CH:20][CH:21]=1)[C:10]1[CH:11]=[CH:12][CH:13]=[CH:14][CH:15]=1)[CH3:5].Cl. (2) Given the product [CH2:1]1[O:9][C:8]2[CH:7]=[CH:6][C:5]([CH:10]3[C:22]4[NH:21][C:20]5[C:15](=[CH:16][CH:17]=[CH:18][CH:19]=5)[C:14]=4[CH2:13][CH2:12][N:11]3[C:24]3[N:29]=[CH:28][CH:27]=[CH:26][N:25]=3)=[CH:4][C:3]=2[O:2]1, predict the reactants needed to synthesize it. The reactants are: [CH2:1]1[O:9][C:8]2[CH:7]=[CH:6][C:5]([CH:10]3[C:22]4[NH:21][C:20]5[C:15](=[CH:16][CH:17]=[CH:18][CH:19]=5)[C:14]=4[CH2:13][CH2:12][NH:11]3)=[CH:4][C:3]=2[O:2]1.Cl[C:24]1[N:29]=[CH:28][CH:27]=[CH:26][N:25]=1. (3) Given the product [CH3:26][O:25][C:23](=[O:24])[CH2:22][N:7]1[C:2](=[O:1])[CH:3]=[C:4]([C:11]([F:14])([F:12])[F:13])[C:5]([C:8]([OH:10])=[O:9])=[CH:6]1, predict the reactants needed to synthesize it. The reactants are: [O:1]=[C:2]1[NH:7][CH:6]=[C:5]([C:8]([OH:10])=[O:9])[C:4]([C:11]([F:14])([F:13])[F:12])=[CH:3]1.C(=O)([O-])[O-].[K+].[K+].Br[CH2:22][C:23]([O:25][CH3:26])=[O:24].